This data is from Aqueous solubility values for 9,982 compounds from the AqSolDB database. The task is: Regression/Classification. Given a drug SMILES string, predict its absorption, distribution, metabolism, or excretion properties. Task type varies by dataset: regression for continuous measurements (e.g., permeability, clearance, half-life) or binary classification for categorical outcomes (e.g., BBB penetration, CYP inhibition). For this dataset (solubility_aqsoldb), we predict Y. (1) The molecule is COc1ccc(C(c2ccc(OC)cc2)C(C)[N+](=O)[O-])cc1. The Y is -4.54 log mol/L. (2) The drug is CCCCCCCCCNC(=O)c1cccnc1. The Y is -3.14 log mol/L. (3) The molecule is CC(C)(C)c1ccc(OC(=O)c2cc(C(C)(C)C)c(O)c(C(C)(C)C)c2)c(C2C(=O)Oc3ccc(C(C)(C)C)cc32)c1. The Y is -8.85 log mol/L. (4) The molecule is COc1c(O)ccc(C=O)c1N. The Y is -0.223 log mol/L. (5) The drug is CC(C)CC(C(=O)O)N(CCC#N)CCC#N. The Y is -1.14 log mol/L. (6) The drug is Nc1c2ccccc2nc2c(F)cccc12. The Y is -1.66 log mol/L. (7) The drug is Nc1c(N=Nc2cc(Nc3nc(Cl)nc(Nc4cccc(S(=O)(=O)[O-])c4)n3)ccc2S(=O)(=O)[O-])c(S(=O)(=O)[O-])cc2c1C(=O)/C(=N\Nc1cc(Nc3nc(Cl)nc(Nc4cccc(S(=O)(=O)[O-])c4)n3)ccc1S(=O)(=O)[O-])C(S(=O)(=O)[O-])=C2.[Na+].[Na+].[Na+].[Na+].[Na+].[Na+]. The Y is -0.957 log mol/L. (8) The drug is O=C(O)c1cccc(Cl)c1Cl. The Y is -2.33 log mol/L. (9) The compound is CC(C)C(=O)OCC(C)(C)C(OC(=O)C(C)C)C(C)C. The Y is -4.33 log mol/L. (10) The molecule is CC(C)CC(N)C(=O)NC(CC(C)C)C(=O)O. The Y is -0.690 log mol/L.